Dataset: Catalyst prediction with 721,799 reactions and 888 catalyst types from USPTO. Task: Predict which catalyst facilitates the given reaction. (1) Reactant: [CH3:1][C:2]([C:4]1[CH:9]=[C:8]([Br:10])[CH:7]=[CH:6][C:5]=1[OH:11])=[O:3].C([O-])([O-])=O.[K+].[K+].[Br:18][CH2:19][CH2:20]Br. Product: [Br:10][C:8]1[CH:7]=[CH:6][C:5]([O:11][CH2:20][CH2:19][Br:18])=[C:4]([C:2](=[O:3])[CH3:1])[CH:9]=1. The catalyst class is: 131. (2) Product: [F:17][C:18]1[CH:25]=[CH:24][C:21]([CH2:22][C:7]2[S:11][C:10]([CH:12]3[O:16][CH2:15][CH2:14][O:13]3)=[CH:9][CH:8]=2)=[CH:20][CH:19]=1. Reactant: C([Li])CCC.Br[C:7]1[S:11][C:10]([CH:12]2[O:16][CH2:15][CH2:14][O:13]2)=[CH:9][CH:8]=1.[F:17][C:18]1[CH:25]=[CH:24][C:21]([CH2:22]Br)=[CH:20][CH:19]=1.O. The catalyst class is: 54. (3) Reactant: O=[C:2]([CH3:14])[CH:3]([C:8]1[CH:13]=[CH:12][CH:11]=[CH:10][CH:9]=1)[C:4]([O:6]C)=O.[C:15]1([NH:21][NH2:22])[CH:20]=[CH:19][CH:18]=[CH:17][CH:16]=1. Product: [CH3:14][C:2]1[C:3]([C:8]2[CH:13]=[CH:12][CH:11]=[CH:10][CH:9]=2)=[C:4]([OH:6])[N:21]([C:15]2[CH:20]=[CH:19][CH:18]=[CH:17][CH:16]=2)[N:22]=1. The catalyst class is: 8.